Dataset: Forward reaction prediction with 1.9M reactions from USPTO patents (1976-2016). Task: Predict the product of the given reaction. (1) Given the reactants [NH2:1][C:2]1[CH:16]=[CH:15][C:5]([C:6]([C:8]2[CH:13]=[CH:12][C:11]([NH2:14])=[CH:10][CH:9]=2)=[O:7])=[CH:4][CH:3]=1.[OH:17][CH2:18][CH2:19][CH2:20][N:21]1[CH2:26][CH2:25][N:24]([C:27]2[CH:35]=[CH:34][C:30]([C:31]([O-])=[O:32])=[CH:29][CH:28]=2)[CH2:23][CH2:22]1, predict the reaction product. The product is: [C:6]([C:8]1[CH:13]=[CH:12][C:11]([NH:14][C:31](=[O:32])[C:30]2[CH:34]=[CH:35][C:27]([N:24]3[CH2:25][CH2:26][N:21]([CH2:20][CH2:19][CH2:18][OH:17])[CH2:22][CH2:23]3)=[CH:28][CH:29]=2)=[CH:10][CH:9]=1)([C:5]1[CH:15]=[CH:16][C:2]([NH:1][C:31](=[O:32])[C:30]2[CH:29]=[CH:28][C:27]([N:24]3[CH2:23][CH2:22][N:21]([CH2:20][CH2:19][CH2:18][OH:17])[CH2:26][CH2:25]3)=[CH:35][CH:34]=2)=[CH:3][CH:4]=1)=[O:7]. (2) Given the reactants [CH:1]([C:4]1[CH:9]=[CH:8][C:7]([S:10](Cl)(=[O:12])=[O:11])=[CH:6][CH:5]=1)([CH3:3])[CH3:2].[CH:14]1[CH:19]=[CH:18][CH:17]=[CH:16][CH:15]=1.[Cl-].[Al+3].[Cl-].[Cl-], predict the reaction product. The product is: [CH:1]([C:4]1[CH:9]=[CH:8][C:7]([S:10]([C:14]2[CH:19]=[CH:18][CH:17]=[CH:16][CH:15]=2)(=[O:12])=[O:11])=[CH:6][CH:5]=1)([CH3:3])[CH3:2].